Dataset: Catalyst prediction with 721,799 reactions and 888 catalyst types from USPTO. Task: Predict which catalyst facilitates the given reaction. (1) Product: [Br:17][C:10]1[C:9]([O:12][CH3:13])=[C:8]([C:14]#[N:15])[C:7](=[O:16])[N:6]([CH:4]([CH:1]2[CH2:3][CH2:2]2)[CH3:5])[CH:11]=1. Reactant: [CH:1]1([CH:4]([N:6]2[CH:11]=[CH:10][C:9]([O:12][CH3:13])=[C:8]([C:14]#[N:15])[C:7]2=[O:16])[CH3:5])[CH2:3][CH2:2]1.[Br:17]N1C(=O)CCC1=O. The catalyst class is: 9. (2) Reactant: F[C:2](F)(F)C([O-])=O.[CH2:8]([O:11][C:12]1[CH:17]=[CH:16][C:15]([C@@H:18]2[NH:23][C:22](=[O:24])[CH2:21][O:20][CH2:19]2)=[CH:14][CH:13]=1)[CH2:9][CH3:10].I[C:26]1[CH:27]=[C:28]([NH2:33])[C:29]([NH2:32])=[CH:30][CH:31]=1.[F-].[Cs+].C1(N)CCCCC1N. Product: [NH:33]1[C:28]2[CH:27]=[C:26]([N:23]3[C@@H:18]([C:15]4[CH:14]=[CH:13][C:12]([O:11][CH2:8][CH2:9][CH3:10])=[CH:17][CH:16]=4)[CH2:19][O:20][CH2:21][C:22]3=[O:24])[CH:31]=[CH:30][C:29]=2[N:32]=[CH:2]1. The catalyst class is: 205. (3) Reactant: [F:1][C:2]1[N:9]=[CH:8][CH:7]=[C:6](I)[C:3]=1[CH:4]=[O:5].[CH3:11]B1OB(C)OB(C)O1.[O-]P([O-])([O-])=O.[K+].[K+].[K+]. Product: [F:1][C:2]1[N:9]=[CH:8][CH:7]=[C:6]([CH3:11])[C:3]=1[CH:4]=[O:5]. The catalyst class is: 12. (4) Reactant: [N:1]1[CH:6]=[CH:5][CH:4]=[C:3]([NH:7][C:8](=[O:15])OCC(Cl)(Cl)Cl)[N:2]=1.[F:16][C:17]1[CH:22]=[CH:21][C:20]([C:23]2[N:24]=[C:25]([N:28]3[CH2:33][CH2:32][NH:31][CH2:30][CH2:29]3)[S:26][CH:27]=2)=[CH:19][CH:18]=1.C(N(C(C)C)CC)(C)C.O. Product: [F:16][C:17]1[CH:22]=[CH:21][C:20]([C:23]2[N:24]=[C:25]([N:28]3[CH2:29][CH2:30][N:31]([C:8]([NH:7][C:3]4[N:2]=[N:1][CH:6]=[CH:5][CH:4]=4)=[O:15])[CH2:32][CH2:33]3)[S:26][CH:27]=2)=[CH:19][CH:18]=1. The catalyst class is: 16. (5) Reactant: [O:1]=[C:2]([C@H:23]([CH3:70])[C@@H:24]([O:61][C:62]([O:64][CH2:65][C:66]([Cl:69])([Cl:68])[Cl:67])=[O:63])[C@@H:25]([CH3:60])[CH2:26]/[CH:27]=[CH:28]/[C:29](/[CH3:59])=[CH:30]\[CH2:31][C@H:32]([O:51][Si](CC)(CC)CC)/[C:33](/[CH3:50])=[CH:34]/[C:35]1[N:36]=[C:37]([CH2:40][O:41][C:42]([O:44][CH2:45][C:46]([Cl:49])([Cl:48])[Cl:47])=[O:43])[S:38][CH:39]=1)[C:3]([CH3:22])([CH3:21])[C@@H:4]([O:13][Si:14]([CH2:19][CH3:20])([CH2:17][CH3:18])[CH2:15][CH3:16])[CH2:5][C:6]([O:8]C(C)(C)C)=[O:7].N1C(C)=CC=CC=1C.FC(F)(F)S(O[Si](CC)(CC)CC)(=O)=O.Cl.P([O-])([O-])([O-])=O. Product: [O:1]=[C:2]([C@H:23]([CH3:70])[C@@H:24]([O:61][C:62]([O:64][CH2:65][C:66]([Cl:67])([Cl:68])[Cl:69])=[O:63])[C@@H:25]([CH3:60])[CH2:26]/[CH:27]=[CH:28]/[C:29](/[CH3:59])=[CH:30]\[CH2:31][C@H:32]([OH:51])/[C:33](/[CH3:50])=[CH:34]/[C:35]1[N:36]=[C:37]([CH2:40][O:41][C:42]([O:44][CH2:45][C:46]([Cl:47])([Cl:48])[Cl:49])=[O:43])[S:38][CH:39]=1)[C:3]([CH3:22])([CH3:21])[C@@H:4]([O:13][Si:14]([CH2:19][CH3:20])([CH2:15][CH3:16])[CH2:17][CH3:18])[CH2:5][C:6]([OH:8])=[O:7]. The catalyst class is: 124. (6) Reactant: [O:1]1[C:5]2[CH:6]=[C:7]3[CH:12]=[C:11]([C:13]([OH:15])=O)[O:10][C:8]3=[CH:9][C:4]=2[NH:3][C:2]1=[O:16].[CH2:17]([O:24][CH:25]1[CH2:30][CH2:29][NH:28][CH2:27][CH2:26]1)[C:18]1[CH:23]=[CH:22][CH:21]=[CH:20][CH:19]=1. The catalyst class is: 27. Product: [CH2:17]([O:24][CH:25]1[CH2:30][CH2:29][N:28]([C:13]([C:11]2[O:10][C:8]3[C:7](=[CH:6][C:5]4[O:1][C:2](=[O:16])[NH:3][C:4]=4[CH:9]=3)[CH:12]=2)=[O:15])[CH2:27][CH2:26]1)[C:18]1[CH:19]=[CH:20][CH:21]=[CH:22][CH:23]=1. (7) Reactant: Br[CH2:2][C:3]#[C:4][CH3:5].C(=O)([O-])[O-].[K+].[K+].[CH3:12][N:13]1[C:21]2[N:20]=[CH:19][NH:18][C:17]=2[C:16](=[O:22])[NH:15][C:14]1=[O:23].CN(C)C=O. Product: [CH2:2]([N:18]1[C:17]2[C:16](=[O:22])[NH:15][C:14](=[O:23])[N:13]([CH3:12])[C:21]=2[N:20]=[CH:19]1)[C:3]#[C:4][CH3:5]. The catalyst class is: 6. (8) Reactant: C(NC(C)C)(C)C.C([Li])CCC.[N:13]1([C:23]([O:25][C:26]([CH3:29])([CH3:28])[CH3:27])=[O:24])[CH2:18][CH2:17][CH:16]([C:19]([O:21][CH3:22])=[O:20])[CH2:15][CH2:14]1.Cl[CH2:31][C:32]1[CH:37]=[CH:36][C:35]([CH2:38][C:39]#[N:40])=[CH:34][CH:33]=1. Product: [C:39]([CH2:38][C:35]1[CH:36]=[CH:37][C:32]([CH2:31][C:16]2([C:19]([O:21][CH3:22])=[O:20])[CH2:15][CH2:14][N:13]([C:23]([O:25][C:26]([CH3:29])([CH3:28])[CH3:27])=[O:24])[CH2:18][CH2:17]2)=[CH:33][CH:34]=1)#[N:40]. The catalyst class is: 7. (9) The catalyst class is: 16. Reactant: [OH:1][C:2]1[C:9]([OH:10])=[C:8]([F:11])[CH:7]=[CH:6][C:3]=1[CH:4]=[O:5].I[CH2:13][CH3:14].Cl. Product: [CH2:13]([O:10][C:9]1[C:2]([OH:1])=[C:3]([CH:6]=[CH:7][C:8]=1[F:11])[CH:4]=[O:5])[CH3:14].